Dataset: Forward reaction prediction with 1.9M reactions from USPTO patents (1976-2016). Task: Predict the product of the given reaction. (1) Given the reactants [Cl:1][C:2]1[CH:3]=[C:4]([C:9](=[O:15])[CH2:10][CH2:11][C:12]([OH:14])=O)[CH:5]=[CH:6][C:7]=1[Cl:8].CCN=C=NCCCN(C)C.Cl.C1C=CC2N(O)N=NC=2C=1.O[NH:39][C:40](=[NH:42])[CH3:41].C(N(CC)CC)C, predict the reaction product. The product is: [Cl:1][C:2]1[CH:3]=[C:4]([C:9](=[O:15])[CH2:10][CH2:11][C:12]2[O:14][N:42]=[C:40]([CH3:41])[N:39]=2)[CH:5]=[CH:6][C:7]=1[Cl:8]. (2) Given the reactants C(OC([N:8]1[C:16]2[C:11](=[CH:12][C:13](OS(C(F)(F)C(F)(F)C(F)(F)C(F)(F)F)(=O)=O)=[CH:14][CH:15]=2)[C:10](C(OCC2C=CC=CC=2)=O)=[C:9]1C)=O)(C)(C)C.[C:45](=[O:48])([O-])[O-:46].[Na+].[Na+].[CH3:54][CH2:55][CH2:56][CH2:54][CH2:55][CH3:56].[C:57](OCC)(=O)[CH3:57], predict the reaction product. The product is: [C:45]([C:9]1[NH:8][C:16]2[C:11]([CH:10]=1)=[CH:12][CH:13]=[CH:14][CH:15]=2)([O:46][C:55]([CH3:54])([CH3:56])[CH3:57])=[O:48].[N:8]1[CH:16]=[CH:11][CH:12]=[CH:13][CH:14]=1. (3) Given the reactants [NH2:1][C:2]1[N:6]([CH2:7][CH2:8][C:9]([NH2:11])=[O:10])[C:5]2[CH:12]=[CH:13][C:14]([CH2:16][C:17]([CH:19]3[CH2:24][CH2:23][CH2:22][CH2:21][CH2:20]3)=[O:18])=[CH:15][C:4]=2[N:3]=1.[C:25]([C:27]1[CH:35]=[CH:34][C:30]([C:31](Cl)=[O:32])=[CH:29][CH:28]=1)#[N:26], predict the reaction product. The product is: [C:9]([CH2:8][CH2:7][N:6]1[C:5]2[CH:12]=[CH:13][C:14]([CH2:16][C:17]([CH:19]3[CH2:20][CH2:21][CH2:22][CH2:23][CH2:24]3)=[O:18])=[CH:15][C:4]=2[N:3]=[C:2]1[NH:1][C:31](=[O:32])[C:30]1[CH:34]=[CH:35][C:27]([C:25]#[N:26])=[CH:28][CH:29]=1)(=[O:10])[NH2:11]. (4) Given the reactants [H-].[Al+3].[Li+].[H-].[H-].[H-].C[O:8][C:9](=O)[C:10]1[CH:15]=[CH:14][C:13]([C:16]2[CH:20]=[C:19]([CH3:21])[S:18][C:17]=2[S:22](=[O:38])(=[O:37])[N:23]([C:30]2[O:34][N:33]=[C:32]([CH3:35])[C:31]=2[CH3:36])[CH2:24][O:25][CH2:26][CH2:27][O:28][CH3:29])=[C:12]([CH2:39][O:40][CH2:41][CH3:42])[CH:11]=1.[OH-].[Na+], predict the reaction product. The product is: [CH3:35][C:32]1[C:31]([CH3:36])=[C:30]([N:23]([CH2:24][O:25][CH2:26][CH2:27][O:28][CH3:29])[S:22]([C:17]2[S:18][C:19]([CH3:21])=[CH:20][C:16]=2[C:13]2[CH:14]=[CH:15][C:10]([CH2:9][OH:8])=[CH:11][C:12]=2[CH2:39][O:40][CH2:41][CH3:42])(=[O:38])=[O:37])[O:34][N:33]=1. (5) Given the reactants [CH:1]([N:4]1[C:9](=[O:10])[CH2:8][C@@H:7]([C:11]2[CH:16]=[CH:15][CH:14]=[CH:13][CH:12]=2)[NH:6][C:5]1=[O:17])([CH3:3])[CH3:2].[H-].[Na+].Br[CH2:21][C:22]([O:24]C)=[O:23].[OH-].[Na+].C(O)(=O)CC(CC(O)=O)(C(O)=O)O, predict the reaction product. The product is: [CH:1]([N:4]1[C:9](=[O:10])[CH2:8][C@@H:7]([C:11]2[CH:12]=[CH:13][CH:14]=[CH:15][CH:16]=2)[N:6]([CH2:21][C:22]([OH:24])=[O:23])[C:5]1=[O:17])([CH3:3])[CH3:2]. (6) Given the reactants [Br:1][C:2]1[CH:3]=[C:4]([OH:8])[CH:5]=[CH:6][CH:7]=1.N1C=CN=C1.[CH:14]([Si:17](Cl)([CH:21]([CH3:23])[CH3:22])[CH:18]([CH3:20])[CH3:19])([CH3:16])[CH3:15], predict the reaction product. The product is: [Br:1][C:2]1[CH:3]=[C:4]([CH:5]=[CH:6][CH:7]=1)[O:8][Si:17]([CH:21]([CH3:23])[CH3:22])([CH:18]([CH3:20])[CH3:19])[CH:14]([CH3:16])[CH3:15]. (7) Given the reactants [CH3:1][O:2][C:3]1[S:21][C:6]2[NH:7][C:8](=[O:20])[N:9]([C@H:12]([C:14]3[CH:19]=[CH:18][CH:17]=[CH:16][CH:15]=3)[CH3:13])[C:10](=[O:11])[C:5]=2[C:4]=1[CH3:22].Br[CH2:24][C:25]1[CH:30]=[CH:29][C:28]([C:31]2[CH:36]=[CH:35][CH:34]=[CH:33][C:32]=2[C:37]2[N:41]=[C:40](C(Cl)(Cl)Cl)[O:39][N:38]=2)=[CH:27][CH:26]=1.C(=O)([O-])[O-:47].[K+].[K+].CN(C)C=O, predict the reaction product. The product is: [CH3:1][O:2][C:3]1[S:21][C:6]2[N:7]([CH2:24][C:25]3[CH:30]=[CH:29][C:28]([C:31]4[CH:36]=[CH:35][CH:34]=[CH:33][C:32]=4[C:37]4[NH:41][C:40](=[O:47])[O:39][N:38]=4)=[CH:27][CH:26]=3)[C:8](=[O:20])[N:9]([C@H:12]([C:14]3[CH:15]=[CH:16][CH:17]=[CH:18][CH:19]=3)[CH3:13])[C:10](=[O:11])[C:5]=2[C:4]=1[CH3:22].